Dataset: Reaction yield outcomes from USPTO patents with 853,638 reactions. Task: Predict the reaction yield, written as a fraction of the theoretical maximum amount of product (1.0 means a 100% yield; for example, 0.34 means a 34% yield). (1) The catalyst is CN(C)C1C=CN=CC=1. The yield is 0.250. The reactants are [N:1]([CH2:4][CH2:5][O:6][CH2:7][CH2:8][O:9][CH2:10][CH2:11][O:12][CH2:13][CH2:14][O:15][CH2:16][CH2:17][O:18][CH2:19][CH2:20][O:21][CH2:22][CH2:23][O:24][CH2:25][CH2:26][OH:27])=[N+:2]=[N-:3].[C:28]1(C)[C:29]([S:34](Cl)(=[O:36])=[O:35])=[CH:30][CH:31]=[CH:32][CH:33]=1.N1C=CC=C[CH:40]=1. The product is [C:32]1([CH3:40])[CH:33]=[CH:28][C:29]([S:34]([O:27][CH2:26][CH2:25][O:24][CH2:23][CH2:22][O:21][CH2:20][CH2:19][O:18][CH2:17][CH2:16][O:15][CH2:14][CH2:13][O:12][CH2:11][CH2:10][O:9][CH2:8][CH2:7][O:6][CH2:5][CH2:4][N:1]=[N+:2]=[N-:3])(=[O:35])=[O:36])=[CH:30][CH:31]=1. (2) The reactants are Cl[C:2]1[N:3]=[N+:4]([O-:15])[C:5]2[CH:14]=[C:13]3[C:9]([CH2:10][CH2:11][CH2:12]3)=[CH:8][C:6]=2[N:7]=1.[CH3:16][O:17][CH2:18][CH2:19][NH:20][CH2:21][CH2:22][NH:23]C.[CH3:25]OCCOC. No catalyst specified. The product is [O-:15][N+:4]1[C:5]2[CH:14]=[C:13]3[C:9](=[CH:8][C:6]=2[N:7]=[C:2]([NH:23][CH2:22][CH2:21][N:20]([CH2:19][CH2:18][O:17][CH3:16])[CH3:25])[N:3]=1)[CH2:10][CH2:11][CH2:12]3. The yield is 0.660. (3) The reactants are [NH2:1][C:2]1[CH:7]=[CH:6][C:5]([N:8]2[C:12]3=[N:13][CH:14]=[N:15][C:16]([NH2:17])=[C:11]3[CH:10]=[N:9]2)=[CH:4][CH:3]=1.[CH3:18][CH:19]([CH2:24][CH3:25])[CH2:20][C:21](O)=[O:22].Cl.CN(C)CCCN=C=NCC.ON1C2C=CC=CC=2N=N1. The product is [NH2:17][C:16]1[N:15]=[CH:14][N:13]=[C:12]2[N:8]([C:5]3[CH:6]=[CH:7][C:2]([NH:1][C:21](=[O:22])[CH2:20][CH:19]([CH3:18])[CH2:24][CH3:25])=[CH:3][CH:4]=3)[N:9]=[CH:10][C:11]=12. The yield is 0.610. The catalyst is CN(C=O)C.CO. (4) The reactants are [CH2:1]([O:8][C:9]([N:11]1[CH2:16][CH2:15][CH:14]([C:17]2[NH:18][CH:19]=[C:20]([C:22]3[CH:27]=[CH:26][C:25]([F:28])=[C:24]([C:29]([F:32])([F:31])[F:30])[CH:23]=3)[N:21]=2)[CH2:13][CH2:12]1)=[O:10])[C:2]1[CH:7]=[CH:6][CH:5]=[CH:4][CH:3]=1.[H-].[Na+].[C:35]([O:39][C:40]([N:42]1[CH2:46][CH2:45][CH:44](OS(C)(=O)=O)[CH2:43]1)=[O:41])([CH3:38])([CH3:37])[CH3:36]. The catalyst is CN(C=O)C. The product is [C:35]([O:39][C:40]([N:42]1[CH2:46][CH2:45][CH:44]([N:18]2[CH:19]=[C:20]([C:22]3[CH:27]=[CH:26][C:25]([F:28])=[C:24]([C:29]([F:32])([F:30])[F:31])[CH:23]=3)[N:21]=[C:17]2[CH:14]2[CH2:13][CH2:12][N:11]([C:9]([O:8][CH2:1][C:2]3[CH:7]=[CH:6][CH:5]=[CH:4][CH:3]=3)=[O:10])[CH2:16][CH2:15]2)[CH2:43]1)=[O:41])([CH3:38])([CH3:36])[CH3:37]. The yield is 0.160. (5) The reactants are [O:1]1[C:5]2[CH:6]=[CH:7][CH:8]=[CH:9][C:4]=2[CH2:3][CH2:2]1.[C:10](Cl)(=[O:12])[CH3:11].[Cl-].Cl. The catalyst is ClCCl. The product is [O:1]1[C:5]2[CH:6]=[CH:7][C:8]([C:10](=[O:12])[CH3:11])=[CH:9][C:4]=2[CH2:3][CH2:2]1. The yield is 0.990. (6) The reactants are [Cl:1][C:2]1[C:3]2[C:8]([CH:9]=[C:10]3[C:15]=1[N:14]=[C:13]([C:16]1[N:17]([C:25]4[C:30]([Cl:31])=[CH:29][CH:28]=[CH:27][N:26]=4)[N:18]=[C:19]([C:21]([F:24])([F:23])[F:22])[CH:20]=1)[O:12][C:11]3=[O:32])=[N:7][C:6]([CH3:33])=[C:5]([CH3:34])[N:4]=2.[CH3:35][NH2:36]. No catalyst specified. The product is [CH3:35][NH:36][C:11]([C:10]1[CH:9]=[C:8]2[C:3](=[C:2]([Cl:1])[C:15]=1[NH:14][C:13]([C:16]1[N:17]([C:25]3[C:30]([Cl:31])=[CH:29][CH:28]=[CH:27][N:26]=3)[N:18]=[C:19]([C:21]([F:22])([F:23])[F:24])[CH:20]=1)=[O:12])[N:4]=[C:5]([CH3:34])[C:6]([CH3:33])=[N:7]2)=[O:32]. The yield is 0.680.